This data is from HIV replication inhibition screening data with 41,000+ compounds from the AIDS Antiviral Screen. The task is: Binary Classification. Given a drug SMILES string, predict its activity (active/inactive) in a high-throughput screening assay against a specified biological target. (1) The molecule is CCCCNC(=O)c1cc(S(=O)(=O)n2cc[nH]c2=O)c(SC)cc1Cl. The result is 0 (inactive). (2) The compound is CC(=O)OCC1OC(Nc2[nH]c(=O)n(C)c(=O)c2-c2csc(=N)[nH]2)C(OC(C)=O)C(OC(C)=O)C1OC(C)=O. The result is 0 (inactive). (3) The drug is COC1OC(COCc2ccc(Cl)cc2)C(OCc2ccc(Cl)cc2)C1O. The result is 0 (inactive). (4) The drug is O=C(O)C(=O)O. The result is 1 (active). (5) The compound is COC(=O)CCC(=O)CC1CC(=O)C2CCCN12. The result is 0 (inactive). (6) The result is 0 (inactive). The compound is O=c1[nH]c(=O)n2n1CC(Br)C(Br)C2. (7) The drug is CC1(C)[C-](C=NO)[N+](=O)C(C)(C)N1O. The result is 0 (inactive). (8) The compound is COCc1nc(C#N)c(N)o1. The result is 0 (inactive). (9) The molecule is Cc1cnc2sn(-c3ccc(Br)cc3)c(=O)c2c1. The result is 0 (inactive). (10) The drug is C#CC1(O)CCCC2=CC3(CCC21C)SCCS3. The result is 0 (inactive).